From a dataset of Catalyst prediction with 721,799 reactions and 888 catalyst types from USPTO. Predict which catalyst facilitates the given reaction. Reactant: [C:1]([O:5][C:6]([N:8]1[CH2:12][C@@H:11]([O:13][C:14]2[C:23]3[C:18](=[C:19]([Cl:26])[C:20]([O:24][CH3:25])=[CH:21][CH:22]=3)[N:17]=[C:16]([C:27]3[S:28][CH:29]=[C:30]([CH:32]([CH3:34])[CH3:33])[N:31]=3)[CH:15]=2)[CH2:10][C@H:9]1[C:35]([OH:37])=O)=[O:7])([CH3:4])([CH3:3])[CH3:2].F[B-](F)(F)F.N1(OC(N(C)C)=[N+](C)C)C2C=CC=CC=2N=N1.S(C1C=CC(C)=CC=1)(O)(=O)=O.[CH3:71][NH:72][CH2:73][CH2:74][CH2:75][CH2:76][CH:77]=[CH2:78].C(N(C(C)C)CC)(C)C. Product: [Cl:26][C:19]1[C:20]([O:24][CH3:25])=[CH:21][CH:22]=[C:23]2[C:18]=1[N:17]=[C:16]([C:27]1[S:28][CH:29]=[C:30]([CH:32]([CH3:34])[CH3:33])[N:31]=1)[CH:15]=[C:14]2[O:13][C@@H:11]1[CH2:12][N:8]([C:6]([O:5][C:1]([CH3:3])([CH3:2])[CH3:4])=[O:7])[C@H:9]([C:35](=[O:37])[N:72]([CH2:73][CH2:74][CH2:75][CH2:76][CH:77]=[CH2:78])[CH3:71])[CH2:10]1. The catalyst class is: 39.